This data is from Catalyst prediction with 721,799 reactions and 888 catalyst types from USPTO. The task is: Predict which catalyst facilitates the given reaction. (1) Reactant: [NH2:1][CH2:2][CH2:3][CH2:4][N:5]1[CH2:10][CH2:9][CH:8]([C:11]2[CH:12]=[C:13]([NH:17][C:18](=[O:22])[CH:19]([CH3:21])[CH3:20])[CH:14]=[CH:15][CH:16]=2)[CH2:7][CH2:6]1.[Cl:23][C:24]1[CH:29]=[CH:28][C:27]([S:30](Cl)(=[O:32])=[O:31])=[CH:26][C:25]=1[N+:34]([O-:36])=[O:35]. Product: [Cl:23][C:24]1[CH:29]=[CH:28][C:27]([S:30]([NH:1][CH2:2][CH2:3][CH2:4][N:5]2[CH2:10][CH2:9][CH:8]([C:11]3[CH:12]=[C:13]([NH:17][C:18](=[O:22])[CH:19]([CH3:20])[CH3:21])[CH:14]=[CH:15][CH:16]=3)[CH2:7][CH2:6]2)(=[O:32])=[O:31])=[CH:26][C:25]=1[N+:34]([O-:36])=[O:35]. The catalyst class is: 1. (2) Reactant: [CH:1]12[CH2:11][CH:6]3[CH2:7][CH:8]([CH2:10][CH:3]([NH:4][C:5]3=[O:12])[CH2:2]1)[CH2:9]2.C1OCCOCCOCCOCCOCCOC1.[H-].[Na+].[CH:33]1(Br)[CH2:37][CH2:36][CH2:35][CH2:34]1. Product: [CH:33]1([C:1]23[CH2:11][CH:6]4[CH2:7][CH:8]([CH2:10][CH:3]([NH:4][C:5]4=[O:12])[CH2:2]2)[CH2:9]3)[CH2:37][CH2:36][CH2:35][CH2:34]1. The catalyst class is: 2. (3) The catalyst class is: 20. Reactant: [Cl:1][C:2]1[CH:7]=[CH:6][C:5]([S:8]([N:11]([CH2:21][C:22]2[CH:23]=[CH:24][C:25]([O:32][CH3:33])=[C:26]([CH:31]=2)[C:27]([O:29]C)=[O:28])[C@H:12]([C:15]2[CH:20]=[CH:19][CH:18]=[CH:17][CH:16]=2)[CH2:13][CH3:14])(=[O:10])=[O:9])=[CH:4][CH:3]=1.O.[OH-].[Li+]. Product: [Cl:1][C:2]1[CH:7]=[CH:6][C:5]([S:8]([N:11]([CH2:21][C:22]2[CH:23]=[CH:24][C:25]([O:32][CH3:33])=[C:26]([CH:31]=2)[C:27]([OH:29])=[O:28])[C@H:12]([C:15]2[CH:20]=[CH:19][CH:18]=[CH:17][CH:16]=2)[CH2:13][CH3:14])(=[O:10])=[O:9])=[CH:4][CH:3]=1. (4) Reactant: [CH2:1]([C@@:3]12[C@@:14]([CH2:16][CH2:17][C:18]3[C:23]([CH2:24][C:25]([NH2:27])=[O:26])=[C:22](F)[CH:21]=[CH:20][N:19]=3)([OH:15])[CH2:13][CH2:12][C:11]1=[CH:10][C:9]1[N:8]([C:29]3[CH:34]=[CH:33][C:32]([F:35])=[CH:31][CH:30]=3)[N:7]=[CH:6][C:5]=1[CH2:4]2)[CH3:2].[CH3:36][O-:37].[Na+]. Product: [CH2:1]([C@@:3]12[C@@:14]([CH2:16][CH2:17][C:18]3[C:23]([CH2:24][C:25]([NH2:27])=[O:26])=[C:22]([O:37][CH3:36])[CH:21]=[CH:20][N:19]=3)([OH:15])[CH2:13][CH2:12][C:11]1=[CH:10][C:9]1[N:8]([C:29]3[CH:34]=[CH:33][C:32]([F:35])=[CH:31][CH:30]=3)[N:7]=[CH:6][C:5]=1[CH2:4]2)[CH3:2]. The catalyst class is: 5. (5) Reactant: [F:1][C:2]([F:20])([F:19])[C:3]1[CH:4]=[C:5]([C:13]([CH3:18])([CH3:17])[C:14](Cl)=[O:15])[CH:6]=[C:7]([C:9]([F:12])([F:11])[F:10])[CH:8]=1.[CH2:21]([N:28]1[CH2:32][C@@H:31]([C:33]2[CH:38]=[CH:37][C:36]([Cl:39])=[CH:35][CH:34]=2)[C@H:30]([NH:40][CH3:41])[CH2:29]1)[C:22]1[CH:27]=[CH:26][CH:25]=[CH:24][CH:23]=1.C(N(C(C)C)C(C)C)C. Product: [CH2:21]([N:28]1[CH2:32][C@@H:31]([C:33]2[CH:34]=[CH:35][C:36]([Cl:39])=[CH:37][CH:38]=2)[C@H:30]([N:40]([CH3:41])[C:14](=[O:15])[C:13]([C:5]2[CH:6]=[C:7]([C:9]([F:11])([F:10])[F:12])[CH:8]=[C:3]([C:2]([F:1])([F:19])[F:20])[CH:4]=2)([CH3:17])[CH3:18])[CH2:29]1)[C:22]1[CH:23]=[CH:24][CH:25]=[CH:26][CH:27]=1. The catalyst class is: 2. (6) Reactant: [C:1]([C:3]1([NH:6][C:7](=[O:38])[C@H:8]([CH2:33][C:34]([F:37])([CH3:36])[CH3:35])[NH:9][C@@H:10]([C:15]2[CH:20]=[CH:19][C:18]([C:21]3[CH:26]=[CH:25][C:24]([C:27]([OH:32])([CH3:31])[CH:28]([F:30])[F:29])=[CH:23][CH:22]=3)=[CH:17][CH:16]=2)[C:11]([F:14])([F:13])[F:12])[CH2:5][CH2:4]1)#[N:2]. Product: [C:1]([C:3]1([NH:6][C:7](=[O:38])[C@H:8]([CH2:33][C:34]([F:37])([CH3:35])[CH3:36])[NH:9][C@@H:10]([C:15]2[CH:20]=[CH:19][C:18]([C:21]3[CH:26]=[CH:25][C:24]([C@:27]([OH:32])([CH3:31])[CH:28]([F:30])[F:29])=[CH:23][CH:22]=3)=[CH:17][CH:16]=2)[C:11]([F:14])([F:13])[F:12])[CH2:5][CH2:4]1)#[N:2]. The catalyst class is: 8. (7) Reactant: O[C:2]1[CH:18]=[CH:17][C:5]([CH:6]2[CH2:15][C:14](=[O:16])[C:13]3[C:8](=[CH:9][CH:10]=[CH:11][CH:12]=3)[O:7]2)=[CH:4][CH:3]=1.C(N(CC)CC)C.C1C=CC(N([S:33]([C:36]([F:39])([F:38])[F:37])(=[O:35])=[O:34])[S:33]([C:36]([F:39])([F:38])[F:37])(=[O:35])=[O:34])=CC=1. Product: [F:37][C:36]([F:39])([F:38])[S:33]([C:2]1[CH:18]=[CH:17][C:5]([CH:6]2[CH2:15][C:14](=[O:16])[C:13]3[C:8](=[CH:9][CH:10]=[CH:11][CH:12]=3)[O:7]2)=[CH:4][CH:3]=1)(=[O:35])=[O:34]. The catalyst class is: 64. (8) The catalyst class is: 14. Product: [Cl:8][C:9]1[CH:14]=[CH:13][CH:12]=[CH:11][C:10]=1[C@H:15]([N:25]([C:34]1[CH:39]=[CH:38][CH:37]=[C:36]([F:40])[CH:35]=1)[C:26]([C@@H:28]1[CH2:32][C@@H:31]([OH:33])[CH2:30][N:29]1[C:2]1[N:7]=[CH:6][CH:5]=[CH:4][N:3]=1)=[O:27])[C:16]([NH:18][CH:19]1[CH2:22][C:21]([F:23])([F:24])[CH2:20]1)=[O:17]. Reactant: Cl[C:2]1[N:7]=[CH:6][CH:5]=[CH:4][N:3]=1.[Cl:8][C:9]1[CH:14]=[CH:13][CH:12]=[CH:11][C:10]=1[C@H:15]([N:25]([C:34]1[CH:39]=[CH:38][CH:37]=[C:36]([F:40])[CH:35]=1)[C:26]([C@@H:28]1[CH2:32][C@@H:31]([OH:33])[CH2:30][NH:29]1)=[O:27])[C:16]([NH:18][CH:19]1[CH2:22][C:21]([F:24])([F:23])[CH2:20]1)=[O:17].C([O-])([O-])=O.[K+].[K+].O. (9) The catalyst class is: 10. Reactant: [N:1]1([C:6]2[CH:25]=[CH:24][C:9]([CH2:10][C:11]3C(O)=[N:13][C:14]4[C:19]([C:20]=3O)=[CH:18][C:17]([I:22])=[CH:16][CH:15]=4)=[CH:8][CH:7]=2)[CH:5]=[CH:4][N:3]=[CH:2]1.P(Cl)(Cl)([Cl:28])=O.Cl[CH2:32][Cl:33].C(=O)(O)[O-].[Na+]. Product: [N:1]1([C:6]2[CH:25]=[CH:24][C:9]([CH2:10][C:11]3[C:32]([Cl:33])=[N:13][C:14]4[C:19]([C:20]=3[Cl:28])=[CH:18][C:17]([I:22])=[CH:16][CH:15]=4)=[CH:8][CH:7]=2)[CH:5]=[CH:4][N:3]=[CH:2]1. (10) Reactant: [CH3:1][C:2]1[N:3]=[C:4]([C:8]2[C:9]([CH:15]=[O:16])=[N:10][C:11]([CH3:14])=[CH:12][CH:13]=2)[O:5][C:6]=1[CH3:7].Cl([O-])=[O:18].[Na+].CO.O. Product: [CH3:1][C:2]1[N:3]=[C:4]([C:8]2[C:9]([C:15]([OH:18])=[O:16])=[N:10][C:11]([CH3:14])=[CH:12][CH:13]=2)[O:5][C:6]=1[CH3:7]. The catalyst class is: 16.